Dataset: Reaction yield outcomes from USPTO patents with 853,638 reactions. Task: Predict the reaction yield, written as a fraction of the theoretical maximum amount of product (1.0 means a 100% yield; for example, 0.34 means a 34% yield). The reactants are [CH3:1][C:2]1[CH:7]=[C:6]([CH2:8][CH2:9][C:10]2[CH:15]=[CH:14][CH:13]=[CH:12][CH:11]=2)[N:5]=[CH:4][N:3]=1.C([Li])CCC.[CH3:21][Si:22]([CH3:29])([CH3:28])[CH2:23][CH2:24][O:25][CH2:26]Cl.[Cl-].[NH4+].CC1C=C(C(COCC[Si](C)(C)C)CC2C=CC=CC=2)N=CN=1. The catalyst is C1COCC1. The product is [CH2:8]([C:6]1[CH:7]=[C:2]([CH2:1][CH2:26][O:25][CH2:24][CH2:23][Si:22]([CH3:29])([CH3:28])[CH3:21])[N:3]=[CH:4][N:5]=1)[CH2:9][C:10]1[CH:15]=[CH:14][CH:13]=[CH:12][CH:11]=1. The yield is 1.00.